Dataset: Full USPTO retrosynthesis dataset with 1.9M reactions from patents (1976-2016). Task: Predict the reactants needed to synthesize the given product. Given the product [O:20]1[C:15]2[C:16](=[CH:29][CH:30]=[CH:13][CH:14]=2)[CH:17]([OH:34])[CH2:18][CH2:19]1, predict the reactants needed to synthesize it. The reactants are: B.CSC.C(O[C:13]1[CH:30]=[CH:29][C:16]2[CH:17]=[C:18](C3C=CC(OC)=CC=3)[CH2:19][O:20][C:15]=2[CH:14]=1)C1C=CC=CC=1.C1C[O:34]CC1.